Dataset: Full USPTO retrosynthesis dataset with 1.9M reactions from patents (1976-2016). Task: Predict the reactants needed to synthesize the given product. Given the product [OH:28][C:29]1[CH:34]=[CH:33][C:32]([CH2:35][C:36]([NH:38][C:39]2[CH:44]=[CH:43][CH:42]=[CH:41][C:40]=2/[CH:45]=[CH:46]\[C:47]2[CH:48]=[CH:49][CH:50]=[CH:51][CH:52]=2)=[O:37])=[CH:31][C:30]=1[O:53][CH3:54], predict the reactants needed to synthesize it. The reactants are: OC1C=CC(CC(NC2C=CC=C(C#CC3C=CC=CC=3)C=2)=O)=CC=1OC.[OH:28][C:29]1[CH:34]=[CH:33][C:32]([CH2:35][C:36]([NH:38][C:39]2[CH:44]=[CH:43][CH:42]=[CH:41][C:40]=2[C:45]#[C:46][C:47]2[CH:52]=[CH:51][CH:50]=[CH:49][CH:48]=2)=[O:37])=[CH:31][C:30]=1[O:53][CH3:54].